Task: Predict the product of the given reaction.. Dataset: Forward reaction prediction with 1.9M reactions from USPTO patents (1976-2016) (1) Given the reactants [Cl:1][C:2]1[CH:8]=[CH:7][C:5]([NH2:6])=[CH:4][CH:3]=1.[Cl:9][C:10]1[C:11](Cl)=[N:12][CH:13]=[C:14]([CH:17]=1)[C:15]#[N:16].C([O-])([O-])=O.[K+].[K+], predict the reaction product. The product is: [Cl:9][C:10]1[C:11]([NH:6][C:5]2[CH:7]=[CH:8][C:2]([Cl:1])=[CH:3][CH:4]=2)=[N:12][CH:13]=[C:14]([CH:17]=1)[C:15]#[N:16]. (2) Given the reactants [CH2:1]([C:18]1[CH:22]=[C:21](C(O)=O)[N:20]([C:26]2[CH:31]=[CH:30][CH:29]=[C:28]([Br:32])[CH:27]=2)[N:19]=1)[CH2:2][C:3]1[CH:7]=[C:6](C(O)=O)[N:5]([C:11]2[CH:16]=[CH:15][CH:14]=[C:13]([Br:17])[CH:12]=2)[N:4]=1.C(=O)=O, predict the reaction product. The product is: [Br:32][C:28]1[CH:27]=[C:26]([N:20]2[CH:21]=[CH:22][C:18]([CH2:1][CH2:2][C:3]3[CH:7]=[CH:6][N:5]([C:11]4[CH:16]=[CH:15][CH:14]=[C:13]([Br:17])[CH:12]=4)[N:4]=3)=[N:19]2)[CH:31]=[CH:30][CH:29]=1. (3) Given the reactants Cl.[NH:2]1[CH2:6][CH2:5][CH:4]([C:7]2[NH:8][C:9](=[O:17])[C:10]3[C:15]([CH:16]=2)=[CH:14][CH:13]=[CH:12][CH:11]=3)[CH2:3]1.Br[CH2:19][CH2:20][OH:21], predict the reaction product. The product is: [OH:21][CH2:20][CH2:19][N:2]1[CH2:6][CH2:5][CH:4]([C:7]2[NH:8][C:9](=[O:17])[C:10]3[C:15]([CH:16]=2)=[CH:14][CH:13]=[CH:12][CH:11]=3)[CH2:3]1. (4) The product is: [CH3:23][O:24][C:2]1[N:7]=[N:6][C:5]([N:8]2[CH2:13][CH2:12][CH:11]([NH:14][C:15](=[O:21])[O:16][C:17]([CH3:20])([CH3:19])[CH3:18])[CH2:10][CH2:9]2)=[CH:4][CH:3]=1. Given the reactants Cl[C:2]1[N:7]=[N:6][C:5]([N:8]2[CH2:13][CH2:12][CH:11]([NH:14][C:15](=[O:21])[O:16][C:17]([CH3:20])([CH3:19])[CH3:18])[CH2:10][CH2:9]2)=[CH:4][CH:3]=1.[Na].[CH3:23][OH:24], predict the reaction product. (5) The product is: [F:1][C:2]1[CH:28]=[CH:27][C:5]2[N:6]=[C:7]([NH:9][C:10]3[CH:11]=[CH:12][C:13]([C:16]4[CH:17]=[CH:18][C:35]([C:36]([OH:30])=[O:37])=[C:34]([CH3:38])[CH:21]=4)=[CH:14][CH:15]=3)[S:8][C:4]=2[CH:3]=1. Given the reactants [F:1][C:2]1[CH:28]=[CH:27][C:5]2[N:6]=[C:7]([NH:9][C:10]3(C(OC)=O)[CH:15]=[CH:14][C:13]([C:16]4[CH:21]=CC=[CH:18][CH:17]=4)=[CH:12][CH:11]3C)[S:8][C:4]=2[CH:3]=1.C[OH:30].O.[OH-].[Na+].[CH2:34]1[CH2:38][O:37][CH2:36][CH2:35]1, predict the reaction product.